The task is: Predict the reactants needed to synthesize the given product.. This data is from Full USPTO retrosynthesis dataset with 1.9M reactions from patents (1976-2016). (1) Given the product [F:33][C:5]1[CH:4]=[CH:3][C:2]([NH:1][C:35]([NH:34][C:37]2[CH:42]=[CH:41][CH:40]=[C:39]([C:43]([F:44])([F:45])[F:46])[CH:38]=2)=[O:36])=[CH:32][C:6]=1[C:7]([C:9]1[CH:18]=[C:17]2[C:12]([N:13]=[CH:14][C:15]([N:19]3[CH2:20][CH2:21][N:22]([C:25]([O:27][C:28]([CH3:29])([CH3:30])[CH3:31])=[O:26])[CH2:23][CH2:24]3)=[N:16]2)=[CH:11][CH:10]=1)=[O:8], predict the reactants needed to synthesize it. The reactants are: [NH2:1][C:2]1[CH:3]=[CH:4][C:5]([F:33])=[C:6]([CH:32]=1)[C:7]([C:9]1[CH:18]=[C:17]2[C:12]([N:13]=[CH:14][C:15]([N:19]3[CH2:24][CH2:23][N:22]([C:25]([O:27][C:28]([CH3:31])([CH3:30])[CH3:29])=[O:26])[CH2:21][CH2:20]3)=[N:16]2)=[CH:11][CH:10]=1)=[O:8].[N:34]([C:37]1[CH:42]=[CH:41][CH:40]=[C:39]([C:43]([F:46])([F:45])[F:44])[CH:38]=1)=[C:35]=[O:36]. (2) The reactants are: Br[C:2]1[N:6]([CH2:7][CH2:8][CH2:9][O:10][CH3:11])[CH:5]=[N:4][C:3]=1[C:12]1[CH:17]=[C:16]([C:18]#[N:19])[CH:15]=[CH:14][N:13]=1.[Cl:20][C:21]1[CH:26]=[CH:25][C:24](B(O)O)=[CH:23][C:22]=1[F:30]. Given the product [Cl:20][C:21]1[CH:26]=[CH:25][C:24]([C:2]2[N:6]([CH2:7][CH2:8][CH2:9][O:10][CH3:11])[CH:5]=[N:4][C:3]=2[C:12]2[CH:17]=[C:16]([C:18]#[N:19])[CH:15]=[CH:14][N:13]=2)=[CH:23][C:22]=1[F:30], predict the reactants needed to synthesize it. (3) Given the product [N+:17]([C:15]1[N:14]=[C:11]2[N:10]([CH:16]=1)[CH2:9][C@H:8]([O:7][CH2:6][C:5]1[CH:20]=[CH:21][C:2]([B:22]3[O:26][C:25]([CH3:28])([CH3:27])[C:24]([CH3:30])([CH3:29])[O:23]3)=[CH:3][CH:4]=1)[CH2:13][O:12]2)([O-:19])=[O:18], predict the reactants needed to synthesize it. The reactants are: Br[C:2]1[CH:21]=[CH:20][C:5]([CH2:6][O:7][C@@H:8]2[CH2:13][O:12][C:11]3=[N:14][C:15]([N+:17]([O-:19])=[O:18])=[CH:16][N:10]3[CH2:9]2)=[CH:4][CH:3]=1.[B:22]1([B:22]2[O:26][C:25]([CH3:28])([CH3:27])[C:24]([CH3:30])([CH3:29])[O:23]2)[O:26][C:25]([CH3:28])([CH3:27])[C:24]([CH3:30])([CH3:29])[O:23]1.CC([O-])=O.[K+].